Dataset: Full USPTO retrosynthesis dataset with 1.9M reactions from patents (1976-2016). Task: Predict the reactants needed to synthesize the given product. (1) Given the product [CH2:14]([O:21][C@H:22]1[C@H:27]([O:28][CH2:29][C:30]2[CH:35]=[CH:34][CH:33]=[CH:32][CH:31]=2)[C@H:26]([O:36][CH2:37][C:38]2[CH:39]=[CH:40][CH:41]=[CH:42][CH:43]=2)[C@@H:25]([O:44][CH2:45][C:46]2[CH:47]=[CH:48][CH:49]=[CH:50][CH:51]=2)[O:24][C@@H:23]1[C@@H:52]([OH:53])[CH2:8][CH3:9])[C:15]1[CH:20]=[CH:19][CH:18]=[CH:17][CH:16]=1, predict the reactants needed to synthesize it. The reactants are: CO.CCN([CH2:8][CH3:9])CC.CC[Mg+].[Br-].[CH2:14]([O:21][C@H:22]1[C@H:27]([O:28][CH2:29][C:30]2[CH:35]=[CH:34][CH:33]=[CH:32][CH:31]=2)[C@H:26]([O:36][CH2:37][C:38]2[CH:43]=[CH:42][CH:41]=[CH:40][CH:39]=2)[C@@H:25]([O:44][CH2:45][C:46]2[CH:51]=[CH:50][CH:49]=[CH:48][CH:47]=2)[O:24][C@@H:23]1[CH:52]=[O:53])[C:15]1[CH:20]=[CH:19][CH:18]=[CH:17][CH:16]=1. (2) Given the product [ClH:27].[Cl:27][C:24]1[CH:25]=[CH:26][C:21]([C:18]([C:15]2[N:14]([C:30]3[CH:35]=[CH:34][C:33]([F:36])=[CH:32][CH:31]=3)[C:13]([S:12][CH2:11][C:10]3[C:9]([F:40])=[CH:8][C:7]([O:6][CH2:5][CH2:4][NH2:1])=[CH:38][C:37]=3[F:39])=[N:17][CH:16]=2)([CH3:20])[CH3:19])=[CH:22][C:23]=1[O:28][CH3:29], predict the reactants needed to synthesize it. The reactants are: [N:1]([CH2:4][CH2:5][O:6][C:7]1[CH:38]=[C:37]([F:39])[C:10]([CH2:11][S:12][C:13]2[N:14]([C:30]3[CH:35]=[CH:34][C:33]([F:36])=[CH:32][CH:31]=3)[C:15]([C:18]([C:21]3[CH:26]=[CH:25][C:24]([Cl:27])=[C:23]([O:28][CH3:29])[CH:22]=3)([CH3:20])[CH3:19])=[CH:16][N:17]=2)=[C:9]([F:40])[CH:8]=1)=[N+]=[N-]. (3) Given the product [CH:1]1([CH2:4][O:5][C:6]2[CH:11]=[C:10]([OH:12])[CH:9]=[C:8]([O:13][CH2:21][CH2:22][CH3:23])[CH:7]=2)[CH2:2][CH2:3]1, predict the reactants needed to synthesize it. The reactants are: [CH:1]1([CH2:4][O:5][C:6]2[CH:7]=[C:8]([OH:13])[CH:9]=[C:10]([OH:12])[CH:11]=2)[CH2:3][CH2:2]1.C(=O)([O-])[O-].[K+].[K+].Br[CH2:21][CH2:22][CH3:23].Cl. (4) Given the product [CH3:8][C:6]1[CH:5]=[CH:4][N:3]=[C:2]([NH:1][C:9](=[O:11])[CH3:10])[CH:7]=1, predict the reactants needed to synthesize it. The reactants are: [NH2:1][C:2]1[CH:7]=[C:6]([CH3:8])[CH:5]=[CH:4][N:3]=1.[C:9](OC(=O)C)(=[O:11])[CH3:10]. (5) Given the product [C:33]([C:29]1[CH:28]=[C:27]([N:3]2[C:4]3[C:9](=[CH:8][CH:7]=[CH:6][CH:5]=3)[CH2:10][N:11]([CH2:12][CH:13]3[CH2:14][CH2:15][N:16]([C:19]([O:21][C:22]([CH3:25])([CH3:24])[CH3:23])=[O:20])[CH2:17][CH2:18]3)[C:2]2=[O:1])[CH:32]=[CH:31][N:30]=1)#[N:34], predict the reactants needed to synthesize it. The reactants are: [O:1]=[C:2]1[N:11]([CH2:12][CH:13]2[CH2:18][CH2:17][N:16]([C:19]([O:21][C:22]([CH3:25])([CH3:24])[CH3:23])=[O:20])[CH2:15][CH2:14]2)[CH2:10][C:9]2[C:4](=[CH:5][CH:6]=[CH:7][CH:8]=2)[NH:3]1.I[C:27]1[CH:32]=[CH:31][N:30]=[C:29]([C:33]#[N:34])[CH:28]=1. (6) The reactants are: [Cl:1][C:2]1[C:7]([N:8]2[CH2:13][CH2:12][CH:11]([C:14]3[C:19]([O:20][CH3:21])=[CH:18][CH:17]=[CH:16][C:15]=3[F:22])[CH2:10][CH2:9]2)=[CH:6][N:5]=[N:4][C:3]=1[NH:23][NH2:24].C(=O)(O)[O-].[Na+].[F:30][C:31]([F:37])([F:36])[CH2:32][C:33](Cl)=[O:34]. Given the product [Cl:1][C:2]1[C:7]([N:8]2[CH2:13][CH2:12][CH:11]([C:14]3[C:19]([O:20][CH3:21])=[CH:18][CH:17]=[CH:16][C:15]=3[F:22])[CH2:10][CH2:9]2)=[CH:6][N:5]=[N:4][C:3]=1[NH:23][NH:24][C:33](=[O:34])[CH2:32][C:31]([F:37])([F:36])[F:30], predict the reactants needed to synthesize it.